Dataset: Reaction yield outcomes from USPTO patents with 853,638 reactions. Task: Predict the reaction yield, written as a fraction of the theoretical maximum amount of product (1.0 means a 100% yield; for example, 0.34 means a 34% yield). (1) The reactants are [Cl:1][C:2]1[CH:7]=[CH:6][C:5]([N+:8]([O-:10])=[O:9])=[CH:4][C:3]=1[N:11]=[C:12](Cl)Cl.[CH2:15]([NH2:19])[CH2:16][CH2:17][NH2:18]. The catalyst is O1CCCC1. The product is [Cl:1][C:2]1[CH:7]=[CH:6][C:5]([N+:8]([O-:10])=[O:9])=[CH:4][C:3]=1[N:11]=[C:12]1[NH:19][CH2:15][CH2:16][CH2:17][NH:18]1. The yield is 0.980. (2) The reactants are [Pr].[CH2:2]=[CH:3][CH:4]=[CH2:5].[H-].[CH2:7]([Al+]CC(C)C)C(C)C.[C:16]1([Si]([C:16]2[CH:21]=CC=[CH:18][CH:17]=2)([C:16]2[CH:21]=CC=[CH:18][CH:17]=2)O)[CH:21]=CC=[CH:18][CH:17]=1.C(Br)C=C.[Nd]. The catalyst is CCCCCC.C1(C)C=CC=CC=1. The product is [CH2:2]=[CH:3][C:4](=[CH2:7])[CH3:5].[CH2:21]=[CH:16][CH:17]=[CH2:18]. The yield is 0.370. (3) The reactants are [Br:1][C:2]1[CH:7]=[CH:6][C:5]([OH:8])=[C:4]([N+:9]([O-:11])=[O:10])[CH:3]=1.C([O-])([O-])=O.[K+].[K+].[CH2:18](Cl)[C:19]1[CH:24]=[CH:23][CH:22]=[CH:21][CH:20]=1. The catalyst is CN(C=O)C. The product is [CH2:18]([O:8][C:5]1[CH:6]=[CH:7][C:2]([Br:1])=[CH:3][C:4]=1[N+:9]([O-:11])=[O:10])[C:19]1[CH:24]=[CH:23][CH:22]=[CH:21][CH:20]=1. The yield is 1.00. (4) The reactants are [C:1]([C:5]1[CH:16]=[C:15]([CH3:17])[CH:14]=[C:13]([C:18]([CH3:21])([CH3:20])[CH3:19])[C:6]=1[O:7][CH2:8][C:9](OC)=[O:10])([CH3:4])([CH3:3])[CH3:2].O.[NH2:23][NH2:24]. The catalyst is CCO. The product is [C:1]([C:5]1[CH:16]=[C:15]([CH3:17])[CH:14]=[C:13]([C:18]([CH3:21])([CH3:20])[CH3:19])[C:6]=1[O:7][CH2:8][C:9]([NH:23][NH2:24])=[O:10])([CH3:4])([CH3:3])[CH3:2]. The yield is 0.450. (5) The reactants are C1(P(C2C=CC=CC=2)C2C=CC=CC=2)C=CC=CC=1.[C:20]([Br:24])(Br)(Br)Br.[CH2:25]([O:32][C:33]1[CH:34]=[C:35]([CH:38]=[CH:39][CH:40]=1)CO)[C:26]1[CH:31]=[CH:30][CH:29]=[CH:28][CH:27]=1. The catalyst is C1COCC1. The product is [CH2:25]([O:32][C:33]1[CH:40]=[C:39]([CH:38]=[CH:35][CH:34]=1)[CH2:20][Br:24])[C:26]1[CH:31]=[CH:30][CH:29]=[CH:28][CH:27]=1. The yield is 0.770. (6) The product is [C:13]([O:16][CH:9]1[C:4]2[N:5]=[CH:6][N:7]=[C:2]([Cl:1])[C:3]=2[C@H:11]([CH3:12])[CH2:10]1)(=[O:15])[CH3:14]. No catalyst specified. The reactants are [Cl:1][C:2]1[N:7]=[CH:6][N+:5]([O-])=[C:4]2[CH2:9][CH2:10][C@@H:11]([CH3:12])[C:3]=12.[C:13]([O:16]C(=O)C)(=[O:15])[CH3:14]. The yield is 0.700. (7) The reactants are [CH3:1][C:2]1[CH:7]=[CH:6][N:5]=[CH:4][C:3]=1[N:8]1[CH2:12][CH2:11][NH:10][C:9]1=[O:13].I[C:15]1[CH:16]=[CH:17][C:18]2[S:22][CH:21]=[N:20][C:19]=2[CH:23]=1.N[C@@H]1CCCC[C@H]1N.P([O-])([O-])([O-])=O.[K+].[K+].[K+]. The catalyst is [Cu](I)I.O1CCOCC1. The product is [S:22]1[C:18]2[CH:17]=[CH:16][C:15]([N:10]3[CH2:11][CH2:12][N:8]([C:3]4[CH:4]=[N:5][CH:6]=[CH:7][C:2]=4[CH3:1])[C:9]3=[O:13])=[CH:23][C:19]=2[N:20]=[CH:21]1. The yield is 0.706.